Dataset: Reaction yield outcomes from USPTO patents with 853,638 reactions. Task: Predict the reaction yield, written as a fraction of the theoretical maximum amount of product (1.0 means a 100% yield; for example, 0.34 means a 34% yield). The reactants are C=O.[CH3:3][O:4][C:5]1[CH:14]=[C:13]2[C:8]([N:9]=[CH:10][C:11]([O:15][CH2:16][CH2:17][N:18]3[CH2:23][CH2:22][CH:21]([NH:24][CH2:25][C:26]4[CH:27]=[CH:28][C:29]5[S:34][CH2:33][C:32](=[O:35])[NH:31][C:30]=5[CH:36]=4)[CH2:20][CH2:19]3)=[N:12]2)=[CH:7][CH:6]=1.[C:37](O)(=O)C.C([BH3-])#N.[Na+]. The catalyst is ClCCCl.CO. The product is [CH3:3][O:4][C:5]1[CH:14]=[C:13]2[C:8]([N:9]=[CH:10][C:11]([O:15][CH2:16][CH2:17][N:18]3[CH2:23][CH2:22][CH:21]([N:24]([CH2:25][C:26]4[CH:27]=[CH:28][C:29]5[S:34][CH2:33][C:32](=[O:35])[NH:31][C:30]=5[CH:36]=4)[CH3:37])[CH2:20][CH2:19]3)=[N:12]2)=[CH:7][CH:6]=1. The yield is 0.210.